From a dataset of Catalyst prediction with 721,799 reactions and 888 catalyst types from USPTO. Predict which catalyst facilitates the given reaction. (1) Reactant: [CH3:1][C:2]1[CH:3]=[C:4]([CH:6]=[C:7]([CH3:10])[C:8]=1[CH3:9])[NH2:5].C1COCC1.[H-].[Na+].F[C:19]1[C:20]([N+:27]([O-:29])=[O:28])=[C:21]([CH:24]=[CH:25][CH:26]=1)[C:22]#[N:23]. Product: [N+:27]([C:20]1[C:19]([NH:5][C:4]2[CH:6]=[C:7]([CH3:10])[C:8]([CH3:9])=[C:2]([CH3:1])[CH:3]=2)=[CH:26][CH:25]=[CH:24][C:21]=1[C:22]#[N:23])([O-:29])=[O:28]. The catalyst class is: 6. (2) Reactant: [Cl:1][C:2]1[CH:7]=[C:6]([O:8][CH3:9])[CH:5]=[C:4]([Cl:10])[C:3]=1Br.[F:12][C:13]([F:27])([F:26])[C:14]1[CH:19]=[CH:18][CH:17]=[C:16]([N:20]2[CH2:25][CH2:24][NH:23][CH2:22][CH2:21]2)[CH:15]=1.C1(OP(C2C=CC3C(=CC=CC=3)C=2C2C3C(=CC=CC=3)C=CC=2P(OC2C=CC=CC=2)(OC2C=CC=CC=2)=O)(OC2C=CC=CC=2)=O)C=CC=CC=1.CC(C)([O-])C.[Na+]. Product: [Cl:1][C:2]1[CH:7]=[C:6]([O:8][CH3:9])[CH:5]=[C:4]([Cl:10])[C:3]=1[N:23]1[CH2:22][CH2:21][N:20]([C:16]2[CH:17]=[CH:18][CH:19]=[C:14]([C:13]([F:26])([F:27])[F:12])[CH:15]=2)[CH2:25][CH2:24]1. The catalyst class is: 101. (3) Reactant: N(C(N1CCCCC1)=O)=NC(N1CCCCC1)=O.[Cl:19][C:20]1[CH:39]=[CH:38][C:23]([NH:24][C:25]2[C:34]3[C:29](=[CH:30][C:31]([OH:37])=[C:32]([O:35][CH3:36])[CH:33]=3)[N:28]=[CH:27][N:26]=2)=[C:22]([F:40])[CH:21]=1.O[CH2:42][C:43]1[CH:48]=[CH:47][N:46]=[C:45]([C:49]([O:51][CH2:52][CH3:53])=[O:50])[CH:44]=1.C(P(CCCC)CCCC)CCC. Product: [Cl:19][C:20]1[CH:39]=[CH:38][C:23]([NH:24][C:25]2[C:34]3[C:29](=[CH:30][C:31]([O:37][CH2:42][C:43]4[CH:48]=[CH:47][N:46]=[C:45]([C:49]([O:51][CH2:52][CH3:53])=[O:50])[CH:44]=4)=[C:32]([O:35][CH3:36])[CH:33]=3)[N:28]=[CH:27][N:26]=2)=[C:22]([F:40])[CH:21]=1. The catalyst class is: 2. (4) Reactant: [N:1]1[C:10]2[C:5](=[CH:6][CH:7]=[CH:8][CH:9]=2)[CH:4]=[CH:3][C:2]=1[CH2:11][O:12][C:13]1[CH:14]=[C:15]([NH2:31])[C:16]([NH:19][CH2:20][C:21]2[CH:26]=[CH:25][C:24]([C:27]([F:30])([F:29])[F:28])=[CH:23][CH:22]=2)=[CH:17][CH:18]=1.[C:32]1(=[O:42])[C:36]2([CH2:40][CH2:39][CH2:38][CH2:37]2)[CH2:35][C:34](=O)[O:33]1. Product: [N:1]1[C:10]2[C:5](=[CH:6][CH:7]=[CH:8][CH:9]=2)[CH:4]=[CH:3][C:2]=1[CH2:11][O:12][C:13]1[CH:18]=[CH:17][C:16]2[N:19]([CH2:20][C:21]3[CH:26]=[CH:25][C:24]([C:27]([F:29])([F:30])[F:28])=[CH:23][CH:22]=3)[C:34]([CH2:35][C:36]3([C:32]([OH:42])=[O:33])[CH2:40][CH2:39][CH2:38][CH2:37]3)=[N:31][C:15]=2[CH:14]=1. The catalyst class is: 10. (5) Reactant: [H-].[Na+].[I-].[CH3:4][S+](C)(C)=O.[CH2:9]1[C:17]2[C:12](=[CH:13][CH:14]=[CH:15][CH:16]=2)[CH2:11][CH:10]1[CH:18]=[O:19]. Product: [CH2:11]1[C:12]2[C:17](=[CH:16][CH:15]=[CH:14][CH:13]=2)[CH2:9][CH:10]1[CH:18]1[CH2:4][O:19]1. The catalyst class is: 16. (6) Product: [NH2:1][C:2]1[S:6][N:5]=[C:4]([CH3:7])[C:3]=1[C:8]([NH:23][C:20]1[CH:21]=[N:22][C:17]([O:16][CH3:15])=[CH:18][CH:19]=1)=[O:10]. The catalyst class is: 6. Reactant: [NH2:1][C:2]1[S:6][N:5]=[C:4]([CH3:7])[C:3]=1[C:8]([OH:10])=O.S(Cl)(Cl)=O.[CH3:15][O:16][C:17]1[N:22]=[CH:21][C:20]([NH2:23])=[CH:19][CH:18]=1.C(N(CC)CC)C. (7) Reactant: [NH2:1][CH:2]([C:6]1[CH:11]=[CH:10][CH:9]=[C:8]([C:12]([F:15])([F:14])[F:13])[CH:7]=1)[CH2:3][CH2:4][OH:5].[C:16](O[C:16]([O:18][C:19]([CH3:22])([CH3:21])[CH3:20])=[O:17])([O:18][C:19]([CH3:22])([CH3:21])[CH3:20])=[O:17]. Product: [OH:5][CH2:4][CH2:3][CH:2]([NH:1][C:16](=[O:17])[O:18][C:19]([CH3:22])([CH3:21])[CH3:20])[C:6]1[CH:11]=[CH:10][CH:9]=[C:8]([C:12]([F:13])([F:14])[F:15])[CH:7]=1. The catalyst class is: 96. (8) Reactant: [C:1]([C:3]1[C:29]([C:30]#[N:31])=[CH:28][C:6]2[N:7]=[C:8]([C:10]3[CH:15]=[CH:14][C:13]([C:16]#[C:17][Si:18]([CH:25]([CH3:27])[CH3:26])([CH:22]([CH3:24])[CH3:23])[CH:19]([CH3:21])[CH3:20])=[CH:12][CH:11]=3)[NH:9][C:5]=2[CH:4]=1)#[N:2].[CH2:32]1[CH2:42]CN2C(=NCCC2)C[CH2:33]1.ICCC. Product: [C:1]([C:3]1[C:29]([C:30]#[N:31])=[CH:28][C:6]2[N:7]([CH2:33][CH2:32][CH3:42])[C:8]([C:10]3[CH:11]=[CH:12][C:13]([C:16]#[C:17][Si:18]([CH:25]([CH3:27])[CH3:26])([CH:19]([CH3:20])[CH3:21])[CH:22]([CH3:23])[CH3:24])=[CH:14][CH:15]=3)=[N:9][C:5]=2[CH:4]=1)#[N:2]. The catalyst class is: 37. (9) Reactant: [NH2:1][C@H:2]1[C@H:7](OS(C2C=CC(C)=CC=2)(=O)=O)[CH2:6][CH2:5][N:4]([C:19]([O:21][CH2:22][C:23]2[CH:28]=[CH:27][CH:26]=[CH:25][CH:24]=2)=[O:20])[CH2:3]1.CCN(C(C)C)C(C)C.[CH3:38][C:39]([O:42][C:43](O[C:43]([O:42][C:39]([CH3:41])([CH3:40])[CH3:38])=[O:44])=[O:44])([CH3:41])[CH3:40]. Product: [C@H:2]12[N:1]([C:43]([O:42][C:39]([CH3:41])([CH3:40])[CH3:38])=[O:44])[C@H:7]1[CH2:6][CH2:5][N:4]([C:19]([O:21][CH2:22][C:23]1[CH:24]=[CH:25][CH:26]=[CH:27][CH:28]=1)=[O:20])[CH2:3]2. The catalyst class is: 5.